This data is from Catalyst prediction with 721,799 reactions and 888 catalyst types from USPTO. The task is: Predict which catalyst facilitates the given reaction. (1) Reactant: [C:1]1([C:7]2[O:11][N:10]=[C:9]([C:12]([NH:14][CH2:15][CH2:16][C:17]([OH:19])=O)=[O:13])[CH:8]=2)[CH:6]=[CH:5][CH:4]=[CH:3][CH:2]=1.CN(C(ON1N=NC2C=[CH:32][CH:33]=[N:34][C:29]1=2)=[N+](C)C)C.F[P-](F)(F)(F)(F)F.Cl.N1CCC1.CCN(C(C)C)C(C)C. Product: [N:34]1([C:17](=[O:19])[CH2:16][CH2:15][NH:14][C:12]([C:9]2[CH:8]=[C:7]([C:1]3[CH:2]=[CH:3][CH:4]=[CH:5][CH:6]=3)[O:11][N:10]=2)=[O:13])[CH2:33][CH2:32][CH2:29]1. The catalyst class is: 3. (2) The catalyst class is: 9. Product: [Br:31][C:24]1[C:25]2[C:30]([C:17]([C:14]3[CH:15]=[CH:16][C:11]([C:2]4[CH:3]=[CH:4][C:5]5[C:10](=[CH:9][CH:8]=[CH:7][CH:6]=5)[CH:1]=4)=[CH:12][CH:13]=3)=[C:18]3[C:23]=1[CH:22]=[CH:21][CH:20]=[CH:19]3)=[CH:29][CH:28]=[CH:27][CH:26]=2. Reactant: [CH:1]1[C:10]2[C:5](=[CH:6][CH:7]=[CH:8][CH:9]=2)[CH:4]=[CH:3][C:2]=1[C:11]1[CH:16]=[CH:15][C:14]([C:17]2[C:18]3[C:23]([CH:24]=[C:25]4[C:30]=2[CH:29]=[CH:28][CH:27]=[CH:26]4)=[CH:22][CH:21]=[CH:20][CH:19]=3)=[CH:13][CH:12]=1.[Br:31]N1C(=O)CCC1=O.O. (3) Reactant: [CH2:1]([C:17]1[C:22](=[O:23])[CH:21]=[C:20]([CH3:24])O[C:18]=1[CH3:25])[CH2:2][CH2:3][CH2:4][CH2:5][CH2:6][CH2:7][CH2:8][CH2:9][CH2:10][CH2:11][CH2:12][CH2:13][CH2:14][CH2:15][CH3:16].Cl.[NH2:27][OH:28].C([O-])(=O)C.[Na+].O. Product: [CH2:1]([C:17]1[C:22](=[O:23])[CH:21]=[C:20]([CH3:24])[N:27]([OH:28])[C:18]=1[CH3:25])[CH2:2][CH2:3][CH2:4][CH2:5][CH2:6][CH2:7][CH2:8][CH2:9][CH2:10][CH2:11][CH2:12][CH2:13][CH2:14][CH2:15][CH3:16]. The catalyst class is: 8. (4) Reactant: [NH:1]1[CH2:4][CH:3]([CH2:5][CH2:6][OH:7])[CH2:2]1.F[C:9]1[CH:14]=[CH:13][CH:12]=[C:11]([CH3:15])[N:10]=1.C(N(CC)CC)C. Product: [CH3:15][C:11]1[N:10]=[C:9]([N:1]2[CH2:4][CH:3]([CH2:5][CH2:6][OH:7])[CH2:2]2)[CH:14]=[CH:13][CH:12]=1. The catalyst class is: 5. (5) Reactant: [O:1]1[CH2:6][CH2:5][CH:4]([CH:7]2[C:16]3[C:11](=[CH:12][CH:13]=[CH:14][CH:15]=3)[N:10]([CH2:17][CH2:18][NH2:19])[CH2:9][CH2:8]2)[CH2:3][CH2:2]1.C=O.[C:22](O)(C(F)(F)F)=O. Product: [O:1]1[CH2:6][CH2:5][CH:4]([CH:7]2[C:16]3[C:11]4=[C:12]([CH2:22][NH:19][CH2:18][CH2:17][N:10]4[CH2:9][CH2:8]2)[CH:13]=[CH:14][CH:15]=3)[CH2:3][CH2:2]1. The catalyst class is: 8. (6) Reactant: [NH2:1][C:2]1[N:7]=[CH:6][C:5]([C:8]2[CH:32]=[CH:31][C:11]3[N:12]([C:27]([CH3:30])([CH3:29])[CH3:28])[C:13]([C:15]4[CH:16]=[C:17]([OH:26])[CH:18]=[CH:19][C:20]=4[N:21]4[CH:25]=[N:24][CH:23]=[N:22]4)=[N:14][C:10]=3[CH:9]=2)=[CH:4][N:3]=1.C(=O)([O-])[O-].[K+].[K+].[CH:39]([N:42]=[C:43]=[O:44])([CH3:41])[CH3:40].O. Product: [NH2:1][C:2]1[N:3]=[CH:4][C:5]([C:8]2[CH:32]=[CH:31][C:11]3[N:12]([C:27]([CH3:29])([CH3:28])[CH3:30])[C:13]([C:15]4[CH:16]=[C:17]([O:26][C:43](=[O:44])[NH:42][CH:39]([CH3:41])[CH3:40])[CH:18]=[CH:19][C:20]=4[N:21]4[CH:25]=[N:24][CH:23]=[N:22]4)=[N:14][C:10]=3[CH:9]=2)=[CH:6][N:7]=1. The catalyst class is: 1.